Dataset: Reaction yield outcomes from USPTO patents with 853,638 reactions. Task: Predict the reaction yield, written as a fraction of the theoretical maximum amount of product (1.0 means a 100% yield; for example, 0.34 means a 34% yield). (1) The reactants are CC([O-])(C)C.[K+].CC1C=CC(S([CH2:17][N+:18]#[C-])(=O)=O)=CC=1.[F:20][C:21]1[CH:22]=[C:23]([CH:26]=[CH:27][C:28]=1[O:29][CH3:30])[CH:24]=O.CO. The catalyst is C1COCC1.O. The product is [F:20][C:21]1[CH:22]=[C:23]([CH2:24][C:17]#[N:18])[CH:26]=[CH:27][C:28]=1[O:29][CH3:30]. The yield is 0.580. (2) The reactants are Cl[C:2]1[C:3]([N+:8]([O-])=O)=[N:4][CH:5]=[CH:6][CH:7]=1.[C:11]1([NH:17][C:18](=O)[CH3:19])[CH:16]=[CH:15][CH:14]=[CH:13][CH:12]=1. No catalyst specified. The product is [CH3:19][C:18]1[N:17]([C:11]2[CH:16]=[CH:15][CH:14]=[CH:13][CH:12]=2)[C:2]2[C:3]([N:8]=1)=[N:4][CH:5]=[CH:6][CH:7]=2. The yield is 0.430. (3) The reactants are [OH:1][CH:2]1[CH2:7][CH2:6][NH:5][CH2:4][CH2:3]1.N1C=CN=C1.[C:13]([Si:17]([CH3:20])([CH3:19])Cl)([CH3:16])([CH3:15])[CH3:14]. The catalyst is C(Cl)Cl. The product is [C:13]([Si:17]([CH3:20])([CH3:19])[O:1][CH:2]1[CH2:7][CH2:6][NH:5][CH2:4][CH2:3]1)([CH3:16])([CH3:15])[CH3:14]. The yield is 0.863. (4) The reactants are [F:1][C:2]1([F:18])[CH2:11][CH2:10][C:5]2(OCC[O:6]2)[C:4]([C:12]2[N:16]([CH3:17])[N:15]=[CH:14][CH:13]=2)=[CH:3]1.Cl. The catalyst is C1COCC1. The product is [F:18][C:2]1([F:1])[CH2:11][CH2:10][C:5](=[O:6])[C:4]([C:12]2[N:16]([CH3:17])[N:15]=[CH:14][CH:13]=2)=[CH:3]1. The yield is 0.140.